From a dataset of Reaction yield outcomes from USPTO patents with 853,638 reactions. Predict the reaction yield, written as a fraction of the theoretical maximum amount of product (1.0 means a 100% yield; for example, 0.34 means a 34% yield). (1) The reactants are [Cl:1][C:2]1[CH:7]=[C:6]([OH:8])[CH:5]=[CH:4][C:3]=1[C:9]1[CH:14]=[CH:13][C:12]([F:15])=[CH:11][CH:10]=1.S(=O)(=O)(O)O.[I:21]N1C(=O)CCC1=O. The product is [Cl:1][C:2]1[CH:7]=[C:6]([OH:8])[C:5]([I:21])=[CH:4][C:3]=1[C:9]1[CH:14]=[CH:13][C:12]([F:15])=[CH:11][CH:10]=1. The yield is 0.700. The catalyst is ClCCl.C(O)(=O)C. (2) The reactants are [C:1]1([CH2:7][C:8]([OH:10])=O)[CH:6]=[CH:5][CH:4]=[CH:3][CH:2]=1.CCN=C=NCCCN(C)C.[C:22]([O:26][C:27](=[O:54])[CH:28]([NH:38][C:39]([C:41]1[CH:46]=[CH:45][C:44]([C:47]2[CH:52]=[CH:51][C:50]([NH2:53])=[CH:49][CH:48]=2)=[CH:43][CH:42]=1)=[O:40])[CH2:29][CH2:30][C:31]([O:33][C:34]([CH3:37])([CH3:36])[CH3:35])=[O:32])([CH3:25])([CH3:24])[CH3:23].CCN(CC)CC. The catalyst is CN(C=O)C.CN(C1C=CN=CC=1)C. The product is [C:22]([O:26][C:27](=[O:54])[CH:28]([NH:38][C:39]([C:41]1[CH:42]=[CH:43][C:44]([C:47]2[CH:48]=[CH:49][C:50]([NH:53][C:8](=[O:10])[CH2:7][C:1]3[CH:2]=[CH:3][CH:4]=[CH:5][CH:6]=3)=[CH:51][CH:52]=2)=[CH:45][CH:46]=1)=[O:40])[CH2:29][CH2:30][C:31]([O:33][C:34]([CH3:37])([CH3:36])[CH3:35])=[O:32])([CH3:23])([CH3:24])[CH3:25]. The yield is 0.120. (3) The reactants are [CH:1]([C:3]1[CH:11]=[C:7]([C:8]([OH:10])=O)[C:6]([OH:12])=[CH:5][CH:4]=1)=[O:2].[CH:13]([NH2:16])([CH3:15])[CH3:14].CCN(C(C)C)C(C)C.CCN=C=NCCCN(C)C.C1C=CC2N(O)N=NC=2C=1. The catalyst is CN(C=O)C. The product is [CH:1]([C:3]1[CH:4]=[CH:5][C:6]([OH:12])=[C:7]([CH:11]=1)[C:8]([NH:16][CH:13]([CH3:15])[CH3:14])=[O:10])=[O:2]. The yield is 0.430. (4) The reactants are [Cl:1][C:2]1[CH:7]=[CH:6][CH:5]=[CH:4][C:3]=1/[CH:8]=[CH:9]/[C:10]([OH:12])=O.C(N(CC)CC)C.C1C=CC(P([N:34]=[N+:35]=[N-:36])(C2C=CC=CC=2)=O)=CC=1. The catalyst is C1C=CC=CC=1. The product is [Cl:1][C:2]1[CH:7]=[CH:6][CH:5]=[CH:4][C:3]=1/[CH:8]=[CH:9]/[C:10]([N:34]=[N+:35]=[N-:36])=[O:12]. The yield is 0.950. (5) The reactants are [CH3:1][N:2]([CH3:33])[C:3]1([C:26]2[CH:31]=[CH:30][C:29]([F:32])=[CH:28][CH:27]=2)[CH2:8][CH2:7][C:6](=[CH:9][C:10]([N:12]2[CH2:16][CH2:15][CH:14]([C:17]3[C:25]4[C:20](=[CH:21][CH:22]=[CH:23][CH:24]=4)[NH:19][CH:18]=3)[CH2:13]2)=[O:11])[CH2:5][CH2:4]1. The catalyst is [Pd].CO. The product is [CH3:33][N:2]([CH3:1])[C:3]1([C:26]2[CH:27]=[CH:28][C:29]([F:32])=[CH:30][CH:31]=2)[CH2:8][CH2:7][CH:6]([CH2:9][C:10]([N:12]2[CH2:16][CH2:15][CH:14]([C:17]3[C:25]4[C:20](=[CH:21][CH:22]=[CH:23][CH:24]=4)[NH:19][CH:18]=3)[CH2:13]2)=[O:11])[CH2:5][CH2:4]1. The yield is 0.640.